From a dataset of Reaction yield outcomes from USPTO patents with 853,638 reactions. Predict the reaction yield, written as a fraction of the theoretical maximum amount of product (1.0 means a 100% yield; for example, 0.34 means a 34% yield). (1) The catalyst is C(Cl)Cl.O.N. The product is [CH3:1][N:2]([CH2:3][C:4]1[CH:5]=[C:6]([CH:10]=[CH:11][C:12]=1[O:13][C:14]1[CH:19]=[CH:18][C:17]([S:20][CH3:21])=[C:16]([C:22]([F:25])([F:24])[F:23])[CH:15]=1)[C:7]([NH2:9])=[O:8])[CH3:28]. The reactants are [CH3:1][NH:2][CH2:3][C:4]1[CH:5]=[C:6]([CH:10]=[CH:11][C:12]=1[O:13][C:14]1[CH:19]=[CH:18][C:17]([S:20][CH3:21])=[C:16]([C:22]([F:25])([F:24])[F:23])[CH:15]=1)[C:7]([NH2:9])=[O:8].C=O.[C:28](O[BH-](OC(=O)C)OC(=O)C)(=O)C.[Na+]. The yield is 0.780. (2) The reactants are [C:1]([O:4][CH2:5][C:6]1[C:11]([N:12]2[CH2:24][CH2:23][N:15]3[C:16]4[CH2:17][CH2:18][CH2:19][CH2:20][C:21]=4[CH:22]=[C:14]3[C:13]2=[O:25])=[CH:10][C:9]([F:26])=[CH:8][C:7]=1N1CCN2C3CCCCC=3C=C2C1=O)(=[O:3])[CH3:2].[N:41]1([CH2:45][C:46]2[N:50]([CH3:51])[N:49]=[C:48]([NH:52][C:53]3[C:54](=[O:61])[N:55]([CH3:60])[CH:56]=[C:57](Br)[CH:58]=3)[CH:47]=2)[CH2:44][CH2:43][CH2:42]1.C(=O)([O-])[O-].[Na+].[Na+]. The catalyst is C1C=CC([P]([Pd]([P](C2C=CC=CC=2)(C2C=CC=CC=2)C2C=CC=CC=2)([P](C2C=CC=CC=2)(C2C=CC=CC=2)C2C=CC=CC=2)[P](C2C=CC=CC=2)(C2C=CC=CC=2)C2C=CC=CC=2)(C2C=CC=CC=2)C2C=CC=CC=2)=CC=1.COCCOC. The product is [C:1]([O:4][CH2:5][C:6]1[C:11]([N:12]2[CH2:24][CH2:23][N:15]3[C:16]4[CH2:17][CH2:18][CH2:19][CH2:20][C:21]=4[CH:22]=[C:14]3[C:13]2=[O:25])=[CH:10][C:9]([F:26])=[CH:8][C:7]=1[C:57]1[CH:58]=[C:53]([NH:52][C:48]2[CH:47]=[C:46]([CH2:45][N:41]3[CH2:44][CH2:43][CH2:42]3)[N:50]([CH3:51])[N:49]=2)[C:54](=[O:61])[N:55]([CH3:60])[CH:56]=1)(=[O:3])[CH3:2]. The yield is 0.0300. (3) The reactants are [F:1][C:2]([F:19])([F:18])[C:3]1([CH2:9][N:10]2[CH2:15][CH2:14][CH:13]([CH2:16][OH:17])[CH2:12][CH2:11]2)[CH2:8][CH2:7][CH2:6][CH2:5][CH2:4]1.[H-].[Na+].Br[C:23]1[CH:28]=[CH:27][C:26]([Br:29])=[CH:25][N:24]=1. The catalyst is C1COCC1. The product is [Br:29][C:26]1[CH:27]=[CH:28][C:23]([O:17][CH2:16][CH:13]2[CH2:12][CH2:11][N:10]([CH2:9][C:3]3([C:2]([F:1])([F:18])[F:19])[CH2:4][CH2:5][CH2:6][CH2:7][CH2:8]3)[CH2:15][CH2:14]2)=[N:24][CH:25]=1. The yield is 0.570. (4) The reactants are C(O[C:6](=O)[NH:7][CH:8]([CH2:12][O:13][C:14]1[CH:23]=[CH:22][C:21]2[C:16](=[CH:17][CH:18]=[C:19](Br)[CH:20]=2)[CH:15]=1)[CH:9]([CH3:11])[CH3:10])(C)(C)C.B1(B2OC(C)(C)C(C)(C)O2)O[C:29](C)(C)[C:28](C)([CH3:33])O1.C([O-])(=O)C.[K+].Br[C:50]1[C:58]2[C:53](=[CH:54][CH:55]=[C:56]([C:59]#[N:60])[CH:57]=2)[N:52]([CH:61]2[CH2:66][CH2:65][CH2:64][CH2:63][O:62]2)[N:51]=1.P([O-])([O-])([O-])=O.[K+].[K+].[K+]. The yield is 0.110. The product is [CH3:11][CH:9]([CH3:10])[CH:8]([N:7]1[CH2:6][CH2:33][CH2:28][CH2:29]1)[CH2:12][O:13][C:14]1[CH:15]=[C:16]2[C:21](=[CH:22][CH:23]=1)[CH:20]=[C:19]([C:50]1[C:58]3[C:53](=[CH:54][CH:55]=[C:56]([C:59]#[N:60])[CH:57]=3)[N:52]([CH:61]3[CH2:66][CH2:65][CH2:64][CH2:63][O:62]3)[N:51]=1)[CH:18]=[CH:17]2. The catalyst is CN(C=O)C.C1C=CC(P(C2C=CC=CC=2)[C-]2C=CC=C2)=CC=1.C1C=CC(P(C2C=CC=CC=2)[C-]2C=CC=C2)=CC=1.Cl[Pd]Cl.[Fe+2].ClCCl.